From a dataset of Catalyst prediction with 721,799 reactions and 888 catalyst types from USPTO. Predict which catalyst facilitates the given reaction. (1) Reactant: [S:1]1[CH:5]=[CH:4][CH:3]=[C:2]1[C:6]1[O:10][N:9]=[C:8]([C:11]([O:13]CC)=O)[CH:7]=1.[CH:16]1([NH2:19])[CH2:18][CH2:17]1.O. Product: [CH:16]1([NH:19][C:11]([C:8]2[CH:7]=[C:6]([C:2]3[S:1][CH:5]=[CH:4][CH:3]=3)[O:10][N:9]=2)=[O:13])[CH2:18][CH2:17]1. The catalyst class is: 8. (2) Reactant: [C:1]([C:3]1[C:23]([N+:24]([O-:26])=[O:25])=[CH:22][CH:21]=[CH:20][C:4]=1[O:5][CH2:6][CH2:7][CH2:8][CH2:9][CH2:10][CH2:11][NH:12][C:13](=[O:19])OC(C)(C)C)#[N:2].Cl.N1C=CC=CC=1.[C:34]([O:37][C:38](C)([CH3:42])[C:39](Cl)=O)(=[O:36])[CH3:35]. Product: [C:34]([O:37][C:38]([CH3:42])([CH3:39])[C:13]([NH:12][CH2:11][CH2:10][CH2:9][CH2:8][CH2:7][CH2:6][O:5][C:4]1[CH:20]=[CH:21][CH:22]=[C:23]([N+:24]([O-:26])=[O:25])[C:3]=1[C:1]#[N:2])=[O:19])(=[O:36])[CH3:35]. The catalyst class is: 12.